This data is from Full USPTO retrosynthesis dataset with 1.9M reactions from patents (1976-2016). The task is: Predict the reactants needed to synthesize the given product. (1) Given the product [CH3:1][O:2][C:3]([C:5]1([C:8]2[O:12][N:11]=[C:10]([C:13]3[CH:18]=[CH:17][C:16]([O:19][CH3:20])=[CH:15][CH:14]=3)[C:9]=2[C:21]2[CH:22]=[CH:23][CH:24]=[CH:25][CH:26]=2)[CH2:6][CH2:7]1)=[O:4], predict the reactants needed to synthesize it. The reactants are: [CH3:1][O:2][C:3]([C:5]1([C:8]2(O)[O:12][N:11]=[C:10]([C:13]3[CH:18]=[CH:17][C:16]([O:19][CH3:20])=[CH:15][CH:14]=3)[CH:9]2[C:21]2[CH:26]=[CH:25][CH:24]=[CH:23][CH:22]=2)[CH2:7][CH2:6]1)=[O:4].O.C1(C)C=CC(S(O)(=O)=O)=CC=1. (2) The reactants are: [Br:1][C:2]1[C:11]2[C:6](=[CH:7][C:8]([S:12](Cl)(=[O:14])=[O:13])=[CH:9][CH:10]=2)[C:5](=[O:16])[N:4]([CH3:17])[CH:3]=1.[CH3:18][O:19][C:20]1[CH:32]=[CH:31][C:23]([CH2:24][NH:25][C:26]2[CH:30]=[CH:29][O:28][N:27]=2)=[CH:22][CH:21]=1.[Li+].C[Si]([N-][Si](C)(C)C)(C)C. Given the product [Br:1][C:2]1[C:11]2[C:6](=[CH:7][C:8]([S:12]([N:25]([C:26]3[CH:30]=[CH:29][O:28][N:27]=3)[CH2:24][C:23]3[CH:22]=[CH:21][C:20]([O:19][CH3:18])=[CH:32][CH:31]=3)(=[O:14])=[O:13])=[CH:9][CH:10]=2)[C:5](=[O:16])[N:4]([CH3:17])[CH:3]=1, predict the reactants needed to synthesize it. (3) Given the product [NH2:15][C:12]1[CH:11]=[CH:10][CH:9]=[C:8]2[C:13]=1[CH2:14][CH:5]([OH:4])[CH2:6][O:7]2, predict the reactants needed to synthesize it. The reactants are: C([O:4][CH:5]1[CH2:14][C:13]2[C:8](=[CH:9][CH:10]=[CH:11][C:12]=2[N:15]=C(C2C=CC=CC=2)C2C=CC=CC=2)[O:7][CH2:6]1)(=O)C.Cl.O.C([O-])([O-])=O.[K+].[K+].